This data is from Peptide-MHC class I binding affinity with 185,985 pairs from IEDB/IMGT. The task is: Regression. Given a peptide amino acid sequence and an MHC pseudo amino acid sequence, predict their binding affinity value. This is MHC class I binding data. (1) The peptide sequence is NAMGADYYA. The MHC is HLA-B39:01 with pseudo-sequence HLA-B39:01. The binding affinity (normalized) is 0.0847. (2) The peptide sequence is RPRLWRSVI. The MHC is HLA-B15:17 with pseudo-sequence HLA-B15:17. The binding affinity (normalized) is 0.274. (3) The peptide sequence is WCEFVDFSV. The MHC is HLA-A30:02 with pseudo-sequence HLA-A30:02. The binding affinity (normalized) is 0.170. (4) The binding affinity (normalized) is 0.182. The MHC is Mamu-A11 with pseudo-sequence Mamu-A11. The peptide sequence is IEDVWQLFET. (5) The peptide sequence is KTLKGGWFF. The MHC is HLA-A02:03 with pseudo-sequence HLA-A02:03. The binding affinity (normalized) is 0.0847. (6) The peptide sequence is WFPLLCASVLV. The MHC is Mamu-A01 with pseudo-sequence Mamu-A01. The binding affinity (normalized) is 0.292. (7) The MHC is HLA-A29:02 with pseudo-sequence HLA-A29:02. The binding affinity (normalized) is 0.184. The peptide sequence is VTDTNKFAHY. (8) The peptide sequence is GLSLQDYCY. The MHC is HLA-A68:01 with pseudo-sequence HLA-A68:01. The binding affinity (normalized) is 0.0488. (9) The peptide sequence is LPKRGVRVRV. The MHC is HLA-B53:01 with pseudo-sequence HLA-B53:01. The binding affinity (normalized) is 0.